This data is from Reaction yield outcomes from USPTO patents with 853,638 reactions. The task is: Predict the reaction yield, written as a fraction of the theoretical maximum amount of product (1.0 means a 100% yield; for example, 0.34 means a 34% yield). The reactants are C(O[C:6](=[O:28])[NH:7][C@@H:8]([CH2:21][C:22]1[CH:27]=[CH:26][CH:25]=[CH:24][CH:23]=1)[CH:9]([C:11](=[O:20])[NH:12][CH2:13][C:14]1[CH:19]=[CH:18][CH:17]=[CH:16][CH:15]=1)[OH:10])(C)(C)C.FC(F)(F)C(O)=O.C(N(CC)C(C)C)(C)C.[CH3:45][O:46][C:47]1[CH:52]=[CH:51][C:50]([CH2:53][C@H:54]([NH:58][C:59](=[O:75])[C@@H:60]([NH:62][C:63]([C:65]2[CH2:66][C:67]3[C:72]([C:73]=2[CH3:74])=[CH:71][CH:70]=[CH:69][CH:68]=3)=[O:64])[CH3:61])C(O)=O)=[CH:49][CH:48]=1.CN(C(ON1N=NC2C=CC=NC1=2)=[N+](C)C)C.F[P-](F)(F)(F)(F)F. The catalyst is ClCCl.O. The product is [CH2:21]([C@H:8]([NH:7][C:6]([C@@H:54]([NH:58][C:59]([C@@H:60]([NH:62][C:63]([C:65]1[CH2:66][C:67]2[C:72]([C:73]=1[CH3:74])=[CH:71][CH:70]=[CH:69][CH:68]=2)=[O:64])[CH3:61])=[O:75])[CH2:53][C:50]1[CH:49]=[CH:48][C:47]([O:46][CH3:45])=[CH:52][CH:51]=1)=[O:28])[CH:9]([C:11](=[O:20])[NH:12][CH2:13][C:14]1[CH:15]=[CH:16][CH:17]=[CH:18][CH:19]=1)[OH:10])[C:22]1[CH:23]=[CH:24][CH:25]=[CH:26][CH:27]=1. The yield is 0.950.